This data is from Forward reaction prediction with 1.9M reactions from USPTO patents (1976-2016). The task is: Predict the product of the given reaction. (1) Given the reactants [CH3:1][NH:2][CH2:3][CH2:4][OH:5].N1C=CN=C1.[C:11]([Si:15]([C:23]1[CH:28]=[CH:27][CH:26]=[CH:25][CH:24]=1)([C:17]1[CH:22]=[CH:21][CH:20]=[CH:19][CH:18]=1)Cl)([CH3:14])([CH3:13])[CH3:12], predict the reaction product. The product is: [C:11]([Si:15]([C:23]1[CH:28]=[CH:27][CH:26]=[CH:25][CH:24]=1)([C:17]1[CH:18]=[CH:19][CH:20]=[CH:21][CH:22]=1)[O:5][CH2:4][CH2:3][NH:2][CH3:1])([CH3:14])([CH3:12])[CH3:13]. (2) Given the reactants Cl[C:2]1[C:7]([C:8]([F:11])([F:10])[F:9])=[C:6]([NH:12][CH2:13][C@H:14]2[CH2:16][C@@H:15]2[C:17]2[CH:22]=[CH:21][C:20]([F:23])=[CH:19][CH:18]=2)[CH:5]=[CH:4][N:3]=1.O.[NH2:25][NH2:26], predict the reaction product. The product is: [F:23][C:20]1[CH:21]=[CH:22][C:17]([C@H:15]2[CH2:16][C@@H:14]2[CH2:13][NH:12][C:6]2[CH:5]=[CH:4][N:3]=[C:2]([NH:25][NH2:26])[C:7]=2[C:8]([F:11])([F:10])[F:9])=[CH:18][CH:19]=1. (3) Given the reactants O.C(=[N:9][CH2:10][CH:11]1[CH2:16][CH2:15][N:14]([CH:17]([CH3:19])[CH3:18])[CH2:13][CH2:12]1)C1C=CC=CC=1.Cl, predict the reaction product. The product is: [CH:17]([N:14]1[CH2:15][CH2:16][CH:11]([CH2:10][NH2:9])[CH2:12][CH2:13]1)([CH3:19])[CH3:18]. (4) Given the reactants FC(F)(F)C(O)=O.[NH2:8][C:9]1[C:14]2[C:15](=[O:48])[N:16]([C:20]3[CH:25]=[CH:24][C:23]([C:26]4[CH:31]=[CH:30][C:29]([CH2:32][N:33]([CH3:46])[C:34](=[O:45])[CH2:35][CH2:36][NH:37]C(=O)OC(C)(C)C)=[CH:28][C:27]=4[Cl:47])=[CH:22][CH:21]=3)[CH2:17][CH2:18][O:19][C:13]=2[N:12]=[CH:11][N:10]=1, predict the reaction product. The product is: [NH2:37][CH2:36][CH2:35][C:34]([N:33]([CH2:32][C:29]1[CH:30]=[CH:31][C:26]([C:23]2[CH:22]=[CH:21][C:20]([N:16]3[C:15](=[O:48])[C:14]4[C:9]([NH2:8])=[N:10][CH:11]=[N:12][C:13]=4[O:19][CH2:18][CH2:17]3)=[CH:25][CH:24]=2)=[C:27]([Cl:47])[CH:28]=1)[CH3:46])=[O:45]. (5) Given the reactants [NH2:1][CH2:2][C:3]1[C:12]2[C:7](=[CH:8][CH:9]=[CH:10][CH:11]=2)[CH:6]=[CH:5][CH:4]=1.Br[CH2:14][C:15]([O:17][CH2:18][CH3:19])=[O:16], predict the reaction product. The product is: [CH2:18]([O:17][C:15](=[O:16])[CH2:14][NH:1][CH2:2][C:3]1[C:12]2[C:7](=[CH:8][CH:9]=[CH:10][CH:11]=2)[CH:6]=[CH:5][CH:4]=1)[CH3:19]. (6) Given the reactants ClC1C=CC(OCC2CCNCC2C2C=CC(Cl)=CC=2)=NC=1.Cl.C([N:31]1[CH2:36][CH2:35][C@H:34]([C@@H:37]([O:39][C:40]2[CH:45]=[CH:44][C:43]([Cl:46])=[CH:42][N:41]=2)[CH3:38])[C@@H:33]([C:47]2[CH:52]=[CH:51][C:50]([Cl:53])=[CH:49][CH:48]=2)[CH2:32]1)C1C=CC=CC=1, predict the reaction product. The product is: [Cl:46][C:43]1[CH:44]=[CH:45][C:40]([O:39][C@H:37]([C@H:34]2[CH2:35][CH2:36][NH:31][CH2:32][C@@H:33]2[C:47]2[CH:48]=[CH:49][C:50]([Cl:53])=[CH:51][CH:52]=2)[CH3:38])=[N:41][CH:42]=1. (7) Given the reactants [C:1]([CH:5]1[CH2:9][CH2:8][N:7]([C:10]2[N:15]=[C:14]([NH:16][C:17]3[C:18]4[N:19]([CH:32]=[CH:33][N:34]=4)[N:20]=[C:21]([C:23]4[CH:24]=[C:25]([CH:29]=[CH:30][CH:31]=4)[C:26](O)=[O:27])[CH:22]=3)[CH:13]=[CH:12][CH:11]=2)[CH2:6]1)([CH3:4])([CH3:3])[CH3:2].[NH4+].CC[N:38]=C=NCCCN(C)C.C1C=CC2N(O)N=NC=2C=1.CCN(CC)CC, predict the reaction product. The product is: [C:1]([CH:5]1[CH2:9][CH2:8][N:7]([C:10]2[N:15]=[C:14]([NH:16][C:17]3[C:18]4[N:19]([CH:32]=[CH:33][N:34]=4)[N:20]=[C:21]([C:23]4[CH:24]=[C:25]([CH:29]=[CH:30][CH:31]=4)[C:26]([NH2:38])=[O:27])[CH:22]=3)[CH:13]=[CH:12][CH:11]=2)[CH2:6]1)([CH3:2])([CH3:4])[CH3:3]. (8) Given the reactants [Br:1][C:2]1[CH:7]=[CH:6][C:5]([N:8]2[CH2:13][CH2:12][N:11]([S:14](/[CH:17]=[CH:18]/[CH2:19][CH2:20][CH2:21][C:22]3[N:27]=[CH:26][CH:25]=[CH:24][N:23]=3)(=[O:16])=[O:15])[CH2:10][CH2:9]2)=[CH:4][CH:3]=1.[NH2:28][OH:29].C1[CH2:34][O:33]CC1, predict the reaction product. The product is: [Br:1][C:2]1[CH:3]=[CH:4][C:5]([N:8]2[CH2:13][CH2:12][N:11]([S:14]([CH2:17][CH:18]([N:28]([OH:29])[CH:34]=[O:33])[CH2:19][CH2:20][CH2:21][C:22]3[N:27]=[CH:26][CH:25]=[CH:24][N:23]=3)(=[O:16])=[O:15])[CH2:10][CH2:9]2)=[CH:6][CH:7]=1. (9) Given the reactants [CH3:1][C:2]1[CH:7]=[C:6]([C:8]2[CH:13]=[CH:12][C:11]([NH2:14])=[CH:10][CH:9]=2)[CH:5]=[CH:4][N:3]=1.CCN(C(C)C)C(C)C.[Br:24][C:25]1[CH:30]=[CH:29][C:28]([CH:31]([N:33]=[C:34]=[O:35])[CH3:32])=[CH:27][CH:26]=1, predict the reaction product. The product is: [Br:24][C:25]1[CH:26]=[CH:27][C:28]([CH:31]([NH:33][C:34]([NH:14][C:11]2[CH:12]=[CH:13][C:8]([C:6]3[CH:5]=[CH:4][N:3]=[C:2]([CH3:1])[CH:7]=3)=[CH:9][CH:10]=2)=[O:35])[CH3:32])=[CH:29][CH:30]=1.